This data is from Reaction yield outcomes from USPTO patents with 853,638 reactions. The task is: Predict the reaction yield, written as a fraction of the theoretical maximum amount of product (1.0 means a 100% yield; for example, 0.34 means a 34% yield). (1) The reactants are [Cl:1][C:2]1[N:7]=[C:6]([C:8]([OH:10])=[O:9])[CH:5]=[C:4]([C:11]2[CH:16]=[CH:15][C:14]([Cl:17])=[CH:13][CH:12]=2)[N:3]=1.[CH2:18](OCC)[CH3:19].Cl. The catalyst is C(O)C. The product is [Cl:1][C:2]1[N:7]=[C:6]([C:8]([O:10][CH2:18][CH3:19])=[O:9])[CH:5]=[C:4]([C:11]2[CH:16]=[CH:15][C:14]([Cl:17])=[CH:13][CH:12]=2)[N:3]=1. The yield is 0.780. (2) The reactants are Cl[C:2]1[CH2:7][CH2:6][CH2:5][CH2:4][C:3]=1[CH:8]=[CH:9][C:10]([O:12][CH2:13][CH3:14])=[O:11].[N-:15]=[N+]=[N-].[Na+]. The catalyst is CS(C)=O. The product is [NH:15]1[C:2]2[CH2:7][CH2:6][CH2:5][CH2:4][C:3]=2[CH:8]=[C:9]1[C:10]([O:12][CH2:13][CH3:14])=[O:11]. The yield is 0.933. (3) The reactants are Br[C:2]1[CH:3]=[C:4]([NH:9][CH2:10][CH2:11][N:12]([CH3:14])[CH3:13])[CH:5]=[C:6]([F:8])[CH:7]=1.B1(B2OC(C)(C)C(C)(C)O2)OC(C)(C)C(C)(C)O1.CC([O-])=O.[K+].[O-]P([O-])([O-])=O.[K+].[K+].[K+].Br[C:47]1[CH:48]=[N:49][CH:50]=[C:51]([N+:54]([O-:56])=[O:55])[C:52]=1[NH2:53]. The catalyst is C1C=CC(P(C2C=CC=CC=2)[C-]2C=CC=C2)=CC=1.C1C=CC(P(C2C=CC=CC=2)[C-]2C=CC=C2)=CC=1.Cl[Pd]Cl.[Fe+2].C1C=CC([P]([Pd]([P](C2C=CC=CC=2)(C2C=CC=CC=2)C2C=CC=CC=2)([P](C2C=CC=CC=2)(C2C=CC=CC=2)C2C=CC=CC=2)[P](C2C=CC=CC=2)(C2C=CC=CC=2)C2C=CC=CC=2)(C2C=CC=CC=2)C2C=CC=CC=2)=CC=1.O.CN(C=O)C. The product is [NH2:53][C:52]1[C:51]([N+:54]([O-:56])=[O:55])=[CH:50][N:49]=[CH:48][C:47]=1[C:2]1[CH:3]=[C:4]([NH:9][CH2:10][CH2:11][N:12]([CH3:14])[CH3:13])[CH:5]=[C:6]([F:8])[CH:7]=1. The yield is 0.540. (4) The reactants are O[CH2:2][CH2:3][N:4]([CH3:13])[C:5]1[NH:10][C:9](=[O:11])[NH:8][C:7](=[O:12])[CH:6]=1.C1C=CC(P(C2C=CC=CC=2)C2C=CC=CC=2)=CC=1.CC(OC(/N=N/C(OC(C)C)=O)=O)C. The catalyst is O1CCCC1. The product is [CH3:13][N:4]1[C:5]2[N:10]([C:9](=[O:11])[NH:8][C:7](=[O:12])[CH:6]=2)[CH2:2][CH2:3]1. The yield is 0.990. (5) The reactants are [C:1]([O:5][C:6]([N:8]1[CH2:14][CH2:13][C:12](=[O:15])[NH:11][CH2:10][CH2:9]1)=[O:7])([CH3:4])([CH3:3])[CH3:2].[H-].[Na+].Cl[CH2:19][CH2:20][CH2:21][N:22]1[CH2:27][CH2:26][CH2:25][CH2:24][CH2:23]1.Cl.ClCCCN1CCCCC1. The catalyst is CC(N(C)C)=O.C1(C)C=CC=CC=1.[OH-].[Na+]. The product is [C:1]([O:5][C:6]([N:8]1[CH2:14][CH2:13][C:12](=[O:15])[N:11]([CH2:19][CH2:20][CH2:21][N:22]2[CH2:27][CH2:26][CH2:25][CH2:24][CH2:23]2)[CH2:10][CH2:9]1)=[O:7])([CH3:4])([CH3:2])[CH3:3]. The yield is 0.900. (6) The reactants are Br[C:2]1[CH:3]=[C:4]2[C:10]([CH:11]([O:15][CH2:16][CH3:17])[O:12][CH2:13][CH3:14])=[N:9][N:8]([C:18]([O:20][C:21]([CH3:24])([CH3:23])[CH3:22])=[O:19])[C:5]2=[CH:6][N:7]=1.[CH2:25]([N:32]([CH2:40][C:41]1[CH:42]=[C:43](B(O)O)[CH:44]=[N:45][CH:46]=1)[C:33]([O:35][C:36]([CH3:39])([CH3:38])[CH3:37])=[O:34])[C:26]1[CH:31]=[CH:30][CH:29]=[CH:28][CH:27]=1.C([O-])([O-])=O.[K+].[K+].CCOC(C)=O. The catalyst is O1CCOCC1.O.C1C=CC(P(C2C=CC=CC=2)[C-]2C=CC=C2)=CC=1.C1C=CC(P(C2C=CC=CC=2)[C-]2C=CC=C2)=CC=1.Cl[Pd]Cl.[Fe+2]. The product is [CH2:25]([N:32]([CH2:40][C:41]1[CH:42]=[C:43]([C:2]2[CH:3]=[C:4]3[C:10]([CH:11]([O:15][CH2:16][CH3:17])[O:12][CH2:13][CH3:14])=[N:9][N:8]([C:18]([O:20][C:21]([CH3:24])([CH3:23])[CH3:22])=[O:19])[C:5]3=[CH:6][N:7]=2)[CH:44]=[N:45][CH:46]=1)[C:33]([O:35][C:36]([CH3:39])([CH3:38])[CH3:37])=[O:34])[C:26]1[CH:31]=[CH:30][CH:29]=[CH:28][CH:27]=1. The yield is 0.452. (7) The reactants are [F:1][C:2]1[CH:7]=[CH:6][CH:5]=[CH:4][C:3]=1[C:8](=O)[CH3:9].[C-:11]#[N:12].[K+].[C:14](=[O:17])([O-])[O-].[NH4+:18].[NH4+].[OH-:20].[NH4+]. The catalyst is C(O)C.O. The product is [F:1][C:2]1[CH:7]=[CH:6][CH:5]=[CH:4][C:3]=1[C:8]1([CH3:9])[NH:18][C:11](=[O:20])[NH:12][C:14]1=[O:17]. The yield is 0.970. (8) The reactants are [CH3:1][C:2]1[C:10]2[C:9]([C:11]([O:13][CH2:14][CH3:15])=[O:12])=[CH:8][C:7](/[CH:16]=[CH:17]/[C:18]3[CH:23]=[CH:22][CH:21]=[CH:20][CH:19]=3)=[N:6][C:5]=2[N:4]([CH2:24][C:25]2[CH:30]=[CH:29][C:28]([O:31][C:32]3[CH:37]=[CH:36][CH:35]=[CH:34][CH:33]=3)=[CH:27][CH:26]=2)[N:3]=1. The catalyst is CCO.C1COCC1.[Pd]. The product is [CH3:1][C:2]1[C:10]2[C:9]([C:11]([O:13][CH2:14][CH3:15])=[O:12])=[CH:8][C:7]([CH2:16][CH2:17][C:18]3[CH:23]=[CH:22][CH:21]=[CH:20][CH:19]=3)=[N:6][C:5]=2[N:4]([CH2:24][C:25]2[CH:26]=[CH:27][C:28]([O:31][C:32]3[CH:37]=[CH:36][CH:35]=[CH:34][CH:33]=3)=[CH:29][CH:30]=2)[N:3]=1. The yield is 0.840. (9) The reactants are [F:1][C:2]([F:6])([F:5])[CH2:3][NH2:4].[CH3:7][C@@H:8]1[CH2:12][NH:11][CH2:10][C@@H:9]1[C:13]1[N:17]2[C:18]3[CH:24]=[CH:23][N:22]([S:25]([C:28]4[CH:34]=[CH:33][C:31]([CH3:32])=[CH:30][CH:29]=4)(=[O:27])=[O:26])[C:19]=3[N:20]=[CH:21][C:16]2=[N:15][CH:14]=1.CN([CH:38]=[O:39])C. The product is [CH3:7][C@H:8]1[C@@H:9]([C:13]2[N:17]3[C:18]4[CH:24]=[CH:23][N:22]([S:25]([C:28]5[CH:29]=[CH:30][C:31]([CH3:32])=[CH:33][CH:34]=5)(=[O:27])=[O:26])[C:19]=4[N:20]=[CH:21][C:16]3=[N:15][CH:14]=2)[CH2:10][N:11]([C:38]([NH:4][CH2:3][C:2]([F:6])([F:5])[F:1])=[O:39])[CH2:12]1. The yield is 0.870. No catalyst specified.